Task: Predict the reactants needed to synthesize the given product.. Dataset: Full USPTO retrosynthesis dataset with 1.9M reactions from patents (1976-2016) (1) Given the product [CH3:29][S:30]([O:21][CH2:20][CH2:19][CH2:18][CH2:17][C:5]1[CH:6]=[CH:7][C:8]2[C:9]([C:13]([F:15])([F:14])[F:16])=[N:10][O:11][C:12]=2[C:4]=1[CH2:1][CH2:2][CH3:3])(=[O:32])=[O:31], predict the reactants needed to synthesize it. The reactants are: [CH2:1]([C:4]1[C:12]2[O:11][N:10]=[C:9]([C:13]([F:16])([F:15])[F:14])[C:8]=2[CH:7]=[CH:6][C:5]=1[CH2:17][CH2:18][CH2:19][CH2:20][OH:21])[CH2:2][CH3:3].CCN(CC)CC.[CH3:29][S:30](Cl)(=[O:32])=[O:31].Cl. (2) Given the product [Br:1][C:2]1[C:3]([N:16]([CH3:21])[S:17]([CH3:20])(=[O:19])=[O:18])=[CH:4][C:5]2[O:9][C:8]([N:26]3[CH:27]=[CH:28][C:23]([CH3:22])=[CH:24][C:25]3=[O:29])=[C:7]([C:11]([NH:13][CH3:14])=[O:12])[C:6]=2[CH:15]=1, predict the reactants needed to synthesize it. The reactants are: [Br:1][C:2]1[C:3]([N:16]([CH3:21])[S:17]([CH3:20])(=[O:19])=[O:18])=[CH:4][C:5]2[O:9][C:8](I)=[C:7]([C:11]([NH:13][CH3:14])=[O:12])[C:6]=2[CH:15]=1.[CH3:22][C:23]1[CH:28]=[CH:27][N:26]=[C:25]([OH:29])[CH:24]=1.C([O-])([O-])=O.[K+].[K+]. (3) Given the product [F:10][C:11]1[C:12]([C:17]2([CH2:21][NH:22][C:2]3[N:7]=[N:6][C:5]([C:8]#[N:9])=[CH:4][CH:3]=3)[CH2:20][CH2:19][CH2:18]2)=[N:13][CH:14]=[CH:15][CH:16]=1, predict the reactants needed to synthesize it. The reactants are: Cl[C:2]1[N:7]=[N:6][C:5]([C:8]#[N:9])=[CH:4][CH:3]=1.[F:10][C:11]1[C:12]([C:17]2([CH2:21][NH2:22])[CH2:20][CH2:19][CH2:18]2)=[N:13][CH:14]=[CH:15][CH:16]=1.C(N(CC)CC)C.CN1C(=O)CCC1. (4) Given the product [CH3:7][N:6]1[C:2]([NH:1][C:33]([C:34]2[CH:39]=[CH:38][CH:37]=[CH:36][CH:35]=2)([C:46]2[CH:47]=[CH:48][CH:49]=[CH:50][CH:51]=2)[C:40]2[CH:41]=[CH:42][CH:43]=[CH:44][CH:45]=2)=[C:3]([NH:8][C:9]([NH:11][C@H:12]2[CH2:16][CH2:15][N:14]([C:17]([O:19][C:20]([CH3:23])([CH3:22])[CH3:21])=[O:18])[CH2:13]2)=[O:10])[CH:4]=[N:5]1, predict the reactants needed to synthesize it. The reactants are: [NH2:1][C:2]1[N:6]([CH3:7])[N:5]=[CH:4][C:3]=1[NH:8][C:9]([NH:11][C@H:12]1[CH2:16][CH2:15][N:14]([C:17]([O:19][C:20]([CH3:23])([CH3:22])[CH3:21])=[O:18])[CH2:13]1)=[O:10].C(N(C(C)C)C(C)C)C.[C:33](Cl)([C:46]1[CH:51]=[CH:50][CH:49]=[CH:48][CH:47]=1)([C:40]1[CH:45]=[CH:44][CH:43]=[CH:42][CH:41]=1)[C:34]1[CH:39]=[CH:38][CH:37]=[CH:36][CH:35]=1. (5) Given the product [O:17]1[CH2:16][CH:15]=[C:14]([C:12]2[CH:11]=[CH:10][C:9]([NH:21][C:22]([C:24]3[NH:25][C:26]([C:29]#[N:30])=[CH:27][N:28]=3)=[O:23])=[C:8]([C:5]3[CH2:6][CH2:7][C:2]([CH3:31])([CH3:1])[CH2:3][CH:4]=3)[CH:13]=2)[CH2:19][CH2:18]1, predict the reactants needed to synthesize it. The reactants are: [CH3:1][C:2]1([CH3:31])[CH2:7][CH2:6][C:5]([C:8]2[CH:13]=[C:12]([C:14]3(O)[CH2:19][CH2:18][O:17][CH2:16][CH2:15]3)[CH:11]=[CH:10][C:9]=2[NH:21][C:22]([C:24]2[NH:25][C:26]([C:29]#[N:30])=[CH:27][N:28]=2)=[O:23])=[CH:4][CH2:3]1.C1(C)C=CC(S(O)(=O)=O)=CC=1. (6) Given the product [C:1]([O:5][C:6](=[O:39])[CH2:7][C@H:8]([NH:12][S:13]([C:16]1[CH:21]=[CH:20][C:19]([NH:22][C:23](=[O:25])[CH3:24])=[CH:18][C:17]=1[O:26][CH2:27][CH2:28][C:29]1[CH:38]=[CH:37][CH:36]=[C:35]2[C:30]=1[CH:31]=[CH:32][CH:33]=[N:34]2)(=[O:14])=[O:15])[C:9]#[N:11])([CH3:2])([CH3:3])[CH3:4], predict the reactants needed to synthesize it. The reactants are: [C:1]([O:5][C:6](=[O:39])[CH2:7][C@H:8]([NH:12][S:13]([C:16]1[CH:21]=[CH:20][C:19]([NH:22][C:23](=[O:25])[CH3:24])=[CH:18][C:17]=1[O:26][CH2:27][CH2:28][C:29]1[CH:38]=[CH:37][CH:36]=[C:35]2[C:30]=1[CH:31]=[CH:32][CH:33]=[N:34]2)(=[O:15])=[O:14])[C:9]([NH2:11])=O)([CH3:4])([CH3:3])[CH3:2].CCN(CC)CC.FC(F)(F)C(OC(=O)C(F)(F)F)=O. (7) The reactants are: [Br:1][C:2]1[CH:9]=[CH:8][C:5]([CH:6]=[O:7])=[CH:4][C:3]=1[C:10]([F:13])([F:12])[F:11].[C-]#N.[Na+].[C:17](#[N:20])[CH:18]=[CH2:19]. Given the product [Br:1][C:2]1[CH:9]=[CH:8][C:5]([C:6](=[O:7])[CH2:19][CH2:18][C:17]#[N:20])=[CH:4][C:3]=1[C:10]([F:11])([F:12])[F:13], predict the reactants needed to synthesize it. (8) The reactants are: [NH:1]1[CH2:6][CH2:5][NH:4][CH2:3][CH2:2]1.Cl[C:8]1[C:12]2[CH:13]=[CH:14][CH:15]=[CH:16][C:11]=2[S:10][N:9]=1.O. Given the product [N:1]1([C:8]2[C:12]3[CH:13]=[CH:14][CH:15]=[CH:16][C:11]=3[S:10][N:9]=2)[CH2:6][CH2:5][NH:4][CH2:3][CH2:2]1, predict the reactants needed to synthesize it.